Task: Predict the reactants needed to synthesize the given product.. Dataset: Full USPTO retrosynthesis dataset with 1.9M reactions from patents (1976-2016) (1) The reactants are: [Cl:1][C:2]1[CH:7]=[CH:6][C:5]([C:8]2[CH:16]=[CH:15][CH:14]=[C:13]3[C:9]=2[CH2:10][C:11](=[O:17])[NH:12]3)=[CH:4][CH:3]=1.[CH3:18][C:19]1[C:23]([C:24]([N:26]2[CH2:31][CH2:30][N:29]([CH3:32])[CH2:28][CH2:27]2)=[O:25])=[C:22]([CH3:33])[NH:21][C:20]=1[CH:34]=O. Given the product [Cl:1][C:2]1[CH:3]=[CH:4][C:5]([C:8]2[CH:16]=[CH:15][CH:14]=[C:13]3[C:9]=2[C:10](=[CH:34][C:20]2[NH:21][C:22]([CH3:33])=[C:23]([C:24]([N:26]4[CH2:27][CH2:28][N:29]([CH3:32])[CH2:30][CH2:31]4)=[O:25])[C:19]=2[CH3:18])[C:11](=[O:17])[NH:12]3)=[CH:6][CH:7]=1, predict the reactants needed to synthesize it. (2) Given the product [I:17][CH2:2][CH2:3][CH2:4][S:5][CH2:6][CH2:7][CH2:8][C:9]([F:15])([F:14])[C:10]([F:13])([F:12])[F:11], predict the reactants needed to synthesize it. The reactants are: Cl[CH2:2][CH2:3][CH2:4][S:5][CH2:6][CH2:7][CH2:8][C:9]([F:15])([F:14])[C:10]([F:13])([F:12])[F:11].[Na+].[I-:17]. (3) The reactants are: [S:1]1[C:5]2=[N:6][CH:7]=[CH:8][CH:9]=[C:4]2[CH:3]=[C:2]1[CH:10]=O.[O:12]1[C:18]2[CH:19]=[CH:20][C:21]([S:23]([NH2:26])(=[O:25])=[O:24])=[CH:22][C:17]=2[O:16][CH2:15][CH2:14][CH2:13]1.O.[O-2].[O-2].[O-2].O=[Si]=O.O=[Si]=O.O=[Si]=O.O=[Si]=O.[Al+3].[Al+3]. Given the product [S:1]1[C:5]2=[N:6][CH:7]=[CH:8][CH:9]=[C:4]2[CH:3]=[C:2]1[CH:10]=[N:26][S:23]([C:21]1[CH:20]=[CH:19][C:18]2[O:12][CH2:13][CH2:14][CH2:15][O:16][C:17]=2[CH:22]=1)(=[O:24])=[O:25], predict the reactants needed to synthesize it. (4) The reactants are: [Li+].C[Si]([N-][Si](C)(C)C)(C)C.[O:11]=[S:12]1(=[O:34])[N:20]([C:21]2[CH:28]=[CH:27][C:24]([C:25]#[N:26])=[C:23]([C:29]([F:32])([F:31])[F:30])[CH:22]=2)[CH2:19][C@@H:18]2[C@H:13]1[C@H:14]1[CH2:33][C@@H:17]2[CH:16]=[CH:15]1.[CH2:35]([O:42][CH2:43]Cl)[C:36]1[CH:41]=[CH:40][CH:39]=[CH:38][CH:37]=1. Given the product [CH2:35]([O:42][CH2:43][C@:13]12[S:12](=[O:11])(=[O:34])[N:20]([C:21]3[CH:28]=[CH:27][C:24]([C:25]#[N:26])=[C:23]([C:29]([F:32])([F:30])[F:31])[CH:22]=3)[CH2:19][C@H:18]1[C@@H:17]1[CH2:33][C@H:14]2[CH:15]=[CH:16]1)[C:36]1[CH:41]=[CH:40][CH:39]=[CH:38][CH:37]=1, predict the reactants needed to synthesize it. (5) Given the product [C:37]([O:36][C:34](=[O:35])[NH:41][C@H:42]1[CH2:43][O:47][C:45]1=[O:46])([CH3:38])([CH3:39])[CH3:40], predict the reactants needed to synthesize it. The reactants are: C1C=CC(P(C2C=CC=CC=2)C2C=CC=CC=2)=CC=1.O=P12OP3(OP(OP(O3)(O1)=O)(=O)O2)=O.[C:34]([NH:41][C@H:42]([C:45]([OH:47])=[O:46])[CH2:43]O)([O:36][C:37]([CH3:40])([CH3:39])[CH3:38])=[O:35].CCOCC. (6) Given the product [Br:23][C:24]1[CH:29]=[CH:28][C:27]([S:30]([O:15][C:11]2[CH:12]=[C:13]([CH3:14])[N:8]([CH2:1][C:2]3[CH:3]=[CH:4][CH:5]=[CH:6][CH:7]=3)[C:9](=[O:16])[CH:10]=2)(=[O:32])=[O:31])=[CH:26][CH:25]=1, predict the reactants needed to synthesize it. The reactants are: [CH2:1]([N:8]1[C:13]([CH3:14])=[CH:12][C:11]([OH:15])=[CH:10][C:9]1=[O:16])[C:2]1[CH:7]=[CH:6][CH:5]=[CH:4][CH:3]=1.C(=O)([O-])[O-].[K+].[K+].[Br:23][C:24]1[CH:29]=[CH:28][C:27]([S:30](Cl)(=[O:32])=[O:31])=[CH:26][CH:25]=1.Cl. (7) Given the product [N:15]1([C:12]([C:9]2[CH:8]=[C:7]([C:4]3[CH:3]=[CH:2][N:1]=[CH:6][CH:5]=3)[S:11][CH:10]=2)=[O:14])[CH2:21][CH2:20][CH2:19][CH2:25][CH2:23][CH2:22]1, predict the reactants needed to synthesize it. The reactants are: [N:1]1[CH:6]=[CH:5][C:4]([C:7]2[S:11][CH:10]=[C:9]([C:12]([OH:14])=O)[CH:8]=2)=[CH:3][CH:2]=1.[N:15]1([C:22](=O)[CH3:23])[CH2:21][CH2:20][CH2:19]NCC1.[CH3:25]N(C(ON1N=NC2C=CC=NC1=2)=[N+](C)C)C.F[P-](F)(F)(F)(F)F.C(Cl)Cl. (8) Given the product [CH3:31][O:32][C:33]1[CH:38]=[C:37]([CH3:39])[CH:36]=[CH:35][C:34]=1[S:40]([NH:1][C:2]1[CH:7]=[CH:6][C:5]([N:8]2[CH2:9][CH2:10][NH:11][CH2:12][CH2:13]2)=[CH:4][C:3]=1[NH:21][S:22]([C:25]1[CH:26]=[CH:27][CH:28]=[CH:29][CH:30]=1)(=[O:24])=[O:23])(=[O:41])=[O:42], predict the reactants needed to synthesize it. The reactants are: [NH2:1][C:2]1[CH:7]=[CH:6][C:5]([N:8]2[CH2:13][CH2:12][N:11](C(OC(C)(C)C)=O)[CH2:10][CH2:9]2)=[CH:4][C:3]=1[NH:21][S:22]([C:25]1[CH:30]=[CH:29][CH:28]=[CH:27][CH:26]=1)(=[O:24])=[O:23].[CH3:31][O:32][C:33]1[CH:38]=[C:37]([CH3:39])[CH:36]=[CH:35][C:34]=1[S:40](Cl)(=[O:42])=[O:41]. (9) Given the product [O:7]([C:1]1[CH:2]=[CH:3][C:4]([S:15]([OH:18])(=[O:17])=[O:16])=[CH:5][CH:6]=1)[C:8]1[CH:9]=[CH:10][CH:11]=[CH:12][CH:13]=1, predict the reactants needed to synthesize it. The reactants are: [C:1]1([O:7][C:8]2[CH:13]=[CH:12][CH:11]=[CH:10][CH:9]=2)[CH:6]=[CH:5][CH:4]=[CH:3][CH:2]=1.Cl[S:15]([OH:18])(=[O:17])=[O:16].C(CC(C)(C)C)(C)C.